Dataset: Full USPTO retrosynthesis dataset with 1.9M reactions from patents (1976-2016). Task: Predict the reactants needed to synthesize the given product. (1) Given the product [CH2:1]([N:5]([C:20]1[CH:29]=[CH:28][C:27]2[C:26]([CH3:31])([CH3:30])[CH2:25][CH2:24][C:23]([CH3:32])([CH3:33])[C:22]=2[CH:21]=1)[C:6](=[O:19])[NH:7][C:8]1[CH:18]=[CH:17][C:11]([C:12]([OH:14])=[O:13])=[CH:10][CH:9]=1)[CH2:2][CH2:3][CH3:4], predict the reactants needed to synthesize it. The reactants are: [CH2:1]([N:5]([C:20]1[CH:29]=[CH:28][C:27]2[C:26]([CH3:31])([CH3:30])[CH2:25][CH2:24][C:23]([CH3:33])([CH3:32])[C:22]=2[CH:21]=1)[C:6](=[O:19])[NH:7][C:8]1[CH:18]=[CH:17][C:11]([C:12]([O:14]CC)=[O:13])=[CH:10][CH:9]=1)[CH2:2][CH2:3][CH3:4].[OH-].[Li+]. (2) The reactants are: [N:1]1[CH:2]=[CH:3][N:4]2[CH:9]=[C:8]([C:10]([OH:12])=O)[CH:7]=[N:6][C:5]=12.[F:13][C:14]([F:34])([F:33])[O:15][C:16]1[CH:17]=[C:18]([S:22]([C:25]2[CH:30]=[CH:29][C:28]([CH2:31][NH2:32])=[CH:27][CH:26]=2)(=[O:24])=[O:23])[CH:19]=[CH:20][CH:21]=1.F[P-](F)(F)(F)(F)F.N1(O[P+](N(C)C)(N(C)C)N(C)C)C2C=CC=CC=2N=N1.CCN(C(C)C)C(C)C. Given the product [F:34][C:14]([F:13])([F:33])[O:15][C:16]1[CH:17]=[C:18]([S:22]([C:25]2[CH:30]=[CH:29][C:28]([CH2:31][NH:32][C:10]([C:8]3[CH:7]=[N:6][C:5]4[N:4]([CH:3]=[CH:2][N:1]=4)[CH:9]=3)=[O:12])=[CH:27][CH:26]=2)(=[O:24])=[O:23])[CH:19]=[CH:20][CH:21]=1, predict the reactants needed to synthesize it. (3) Given the product [Cl:1][C:2]1[CH:7]=[C:6]([CH2:8][N:9]2[CH2:10][CH2:11][CH2:12][CH2:13]2)[CH:5]=[CH:4][C:3]=1[CH2:14][C:15]([OH:16])=[O:23], predict the reactants needed to synthesize it. The reactants are: [Cl:1][C:2]1[CH:7]=[C:6]([CH2:8][N:9]2[CH2:13][CH2:12][CH2:11][CH2:10]2)[CH:5]=[CH:4][C:3]=1[CH2:14][C:15](N1CCCC1)=[O:16].Cl.[O:23]1CCOCC1.